This data is from Full USPTO retrosynthesis dataset with 1.9M reactions from patents (1976-2016). The task is: Predict the reactants needed to synthesize the given product. The reactants are: [Cl:1][C:2]1([Cl:9])[C:4]([CH3:6])([CH3:5])[CH:3]1CO.FC1(F)C[CH:12]1[NH:14]C. Given the product [ClH:1].[Cl:1][C:2]1([Cl:9])[C:4]([CH3:6])([CH3:5])[CH:3]1[NH:14][CH3:12].[ClH:1], predict the reactants needed to synthesize it.